Dataset: Catalyst prediction with 721,799 reactions and 888 catalyst types from USPTO. Task: Predict which catalyst facilitates the given reaction. (1) Reactant: Cl[C:2]1[N:19]=[CH:18][CH:17]=[CH:16][C:3]=1[C:4]([NH:6][CH2:7][C:8]1[CH:13]=[CH:12][C:11]([F:14])=[C:10]([F:15])[CH:9]=1)=[O:5].C(=O)([O-])[O-].[Cs+].[Cs+].O1CCOCC1.[CH2:32]([NH2:35])[C:33]#[CH:34]. Product: [F:15][C:10]1[CH:9]=[C:8]([CH:13]=[CH:12][C:11]=1[F:14])[CH2:7][NH:6][C:4](=[O:5])[C:3]1[CH:16]=[CH:17][CH:18]=[N:19][C:2]=1[NH:35][CH2:32][C:33]#[CH:34]. The catalyst class is: 6. (2) Reactant: [C:1]([O:5][C:6]([N:8]1[CH2:13][CH2:12][CH:11]([N:14]2[C:18]3[CH:19]=[C:20]([F:23])[CH:21]=[CH:22][C:17]=3[N:16]=[C:15]2[NH2:24])[CH2:10][CH2:9]1)=[O:7])([CH3:4])([CH3:3])[CH3:2].[I-].[K+].[Cl:27][C:28]1[CH:35]=[CH:34][CH:33]=[CH:32][C:29]=1[CH2:30]Br. Product: [C:1]([O:5][C:6]([N:8]1[CH2:13][CH2:12][CH:11]([N:14]2[C:18]3[CH:19]=[C:20]([F:23])[CH:21]=[CH:22][C:17]=3[N:16]([CH2:30][C:29]3[CH:32]=[CH:33][CH:34]=[CH:35][C:28]=3[Cl:27])[C:15]2=[NH:24])[CH2:10][CH2:9]1)=[O:7])([CH3:4])([CH3:2])[CH3:3]. The catalyst class is: 23. (3) Reactant: [Br:1][C:2]1[CH:7]=[CH:6][N:5]=[C:4]([CH2:8][C:9]([C:11]2[CH:16]=[CH:15][C:14]([F:17])=[CH:13][CH:12]=2)=O)[CH:3]=1.C(O)C.N1C=CC=CC=1.Cl.[NH2:28][OH:29]. Product: [Br:1][C:2]1[CH:7]=[CH:6][N:5]=[C:4]([CH2:8][C:9]([C:11]2[CH:16]=[CH:15][C:14]([F:17])=[CH:13][CH:12]=2)=[N:28][OH:29])[CH:3]=1. The catalyst class is: 69. (4) Reactant: [ClH:1].[F:2][C:3]1[CH:4]=[C:5]([CH:20]=[CH:21][C:22]=1[NH:23][C:24](=[O:29])[C:25]([CH3:28])([CH3:27])[CH3:26])[O:6][CH:7]1[CH2:12][CH2:11][N:10](C(OC(C)(C)C)=O)[CH2:9][CH2:8]1. Product: [ClH:1].[F:2][C:3]1[CH:4]=[C:5]([O:6][CH:7]2[CH2:8][CH2:9][NH:10][CH2:11][CH2:12]2)[CH:20]=[CH:21][C:22]=1[NH:23][C:24](=[O:29])[C:25]([CH3:27])([CH3:26])[CH3:28]. The catalyst class is: 5. (5) Reactant: [OH:1][C:2]1[C:3]2[C:13]([C:14]3[CH:19]=[CH:18][C:17]([C:20]#[C:21][CH2:22][CH2:23][CH2:24][OH:25])=[CH:16][CH:15]=3)=[CH:12][S:11][C:4]=2[NH:5][C:6](=[O:10])[C:7]=1[C:8]#[N:9].[Br:26]NC(=O)CCC(N)=O. Product: [Br:26][C:12]1[S:11][C:4]2[NH:5][C:6](=[O:10])[C:7]([C:8]#[N:9])=[C:2]([OH:1])[C:3]=2[C:13]=1[C:14]1[CH:19]=[CH:18][C:17]([C:20]#[C:21][CH2:22][CH2:23][CH2:24][OH:25])=[CH:16][CH:15]=1. The catalyst class is: 15. (6) Reactant: [Br:1][C:2]1[CH:7]=[C:6](F)[CH:5]=[CH:4][C:3]=1[N+:9]([O-:11])=[O:10].[CH3:12][N:13]1[CH2:18][CH2:17][NH:16][CH2:15][CH2:14]1.O. Product: [Br:1][C:2]1[CH:7]=[C:6]([N:16]2[CH2:17][CH2:18][N:13]([CH3:12])[CH2:14][CH2:15]2)[CH:5]=[CH:4][C:3]=1[N+:9]([O-:11])=[O:10]. The catalyst class is: 25. (7) Reactant: [F:1][C:2]1[CH:7]=[CH:6][C:5]([NH:8][C:9](=O)[C@@H:10]([NH:12][C:13]2[N:21]=[CH:20][N:19]=[C:18]3[C:14]=2[N:15]=[CH:16][NH:17]3)[CH3:11])=[C:4]([NH:23][C:24]2[CH:29]=[CH:28][CH:27]=[CH:26][N:25]=2)[CH:3]=1. Product: [F:1][C:2]1[CH:7]=[CH:6][C:5]2[N:8]=[C:9]([CH:10]([NH:12][C:13]3[N:21]=[CH:20][N:19]=[C:18]4[C:14]=3[N:15]=[CH:16][NH:17]4)[CH3:11])[N:23]([C:24]3[CH:29]=[CH:28][CH:27]=[CH:26][N:25]=3)[C:4]=2[CH:3]=1. The catalyst class is: 52.